This data is from Reaction yield outcomes from USPTO patents with 853,638 reactions. The task is: Predict the reaction yield, written as a fraction of the theoretical maximum amount of product (1.0 means a 100% yield; for example, 0.34 means a 34% yield). (1) The reactants are [I:1][C:2]1[CH:9]=[CH:8][C:5]([CH2:6]Br)=[CH:4][CH:3]=1.[P:10]([O:17]CC)([O:14][CH2:15][CH3:16])[O:11][CH2:12][CH3:13]. The catalyst is CCOC(C)=O. The product is [I:1][C:2]1[CH:9]=[CH:8][C:5]([CH2:6][P:10](=[O:17])([O:14][CH2:15][CH3:16])[O:11][CH2:12][CH3:13])=[CH:4][CH:3]=1. The yield is 0.530. (2) The reactants are [Cl:1][C:2]1[N:3]=[CH:4][N:5](COCC[Si](C)(C)C)[C:6]=1[C:7]([NH:9][CH2:10][C:11]1[CH:16]=[CH:15][C:14]([Cl:17])=[C:13]([O:18][C:19]2[CH:24]=[C:23](/[CH:25]=[CH:26]/[C:27]#[N:28])[CH:22]=[C:21]([Cl:29])[CH:20]=2)[C:12]=1[F:30])=[O:8].C(O)(C(F)(F)F)=O. The catalyst is C(Cl)Cl. The product is [Cl:1][C:2]1[N:3]=[CH:4][NH:5][C:6]=1[C:7]([NH:9][CH2:10][C:11]1[CH:16]=[CH:15][C:14]([Cl:17])=[C:13]([O:18][C:19]2[CH:24]=[C:23](/[CH:25]=[CH:26]/[C:27]#[N:28])[CH:22]=[C:21]([Cl:29])[CH:20]=2)[C:12]=1[F:30])=[O:8]. The yield is 0.870. (3) The reactants are [N:1]1[C:8]([Cl:9])=[N:7][C:5](Cl)=[N:4][C:2]=1[Cl:3].O.[CH3:11][O:12][C:13]1[CH:18]=[CH:17][C:16]([NH2:19])=[CH:15][CH:14]=1. The catalyst is CC(C)=O.O.CC(C)=O. The product is [Cl:9][C:8]1[N:1]=[C:2]([Cl:3])[N:4]=[C:5]([NH:19][C:16]2[CH:17]=[CH:18][C:13]([O:12][CH3:11])=[CH:14][CH:15]=2)[N:7]=1. The yield is 0.930. (4) The reactants are [O:1]([CH3:11])[CH:2]1[O:8][C@@H:7]([CH2:9][OH:10])[C@@H:5]([OH:6])[C@@H:3]1O.[H-].[Na+].[CH2:14](Br)[C:15]1[CH:20]=[CH:19][CH:18]=[CH:17][CH:16]=1.[CH3:22][OH:23]. The catalyst is O1CCCC1.[I-].C([N+](CCCC)(CCCC)CCCC)CCC. The product is [CH2:22]([O:23][C@H:3]1[C@H:5]([O:6][CH2:14][C:15]2[CH:20]=[CH:19][CH:18]=[CH:17][CH:16]=2)[C@H:7]([CH2:9][O:10][CH2:14][C:15]2[CH:20]=[CH:19][CH:18]=[CH:17][CH:16]=2)[O:8][CH:2]1[O:1][CH3:11])[C:15]1[CH:20]=[CH:19][CH:18]=[CH:17][CH:16]=1. The yield is 0.870. (5) The yield is 0.170. No catalyst specified. The product is [Br:1][C:2]1[N:3]=[C:4]([C:9]([OH:11])=[O:16])[CH:5]=[CH:6][C:7]=1[F:8]. The reactants are [Br:1][C:2]1[C:7]([F:8])=[CH:6][CH:5]=[C:4]([CH3:9])[N:3]=1.[Mn]([O-])(=O)(=O)=[O:11].[K+].[OH2:16]. (6) The reactants are [N:1]([C@@H:4]1[CH2:8][O:7][CH2:6][C@H:5]1[OH:9])=[N+]=[N-].[H][H].C(=O)([O-])[O-].[Na+].[Na+].[C:18]([O:22][C:23](O[C:23]([O:22][C:18]([CH3:21])([CH3:20])[CH3:19])=[O:24])=[O:24])([CH3:21])([CH3:20])[CH3:19]. The catalyst is C(O)C.[Pd].O. The product is [OH:9][C@@H:5]1[CH2:6][O:7][CH2:8][C@H:4]1[NH:1][C:23](=[O:24])[O:22][C:18]([CH3:21])([CH3:20])[CH3:19]. The yield is 0.710. (7) The reactants are CC(S([NH:7][C:8]1([CH:12]([C:14]2[NH:15][CH:16]=[C:17]([C:19]3[CH:24]=[CH:23][C:22]([O:25][C:26]([F:29])([F:28])[F:27])=[CH:21][CH:20]=3)[N:18]=2)[CH3:13])[CH2:11][O:10][CH2:9]1)=O)(C)C.Cl.C(=O)([O-])O.[Na+]. The catalyst is CO.O1CCOCC1. The product is [F:29][C:26]([F:27])([F:28])[O:25][C:22]1[CH:23]=[CH:24][C:19]([C:17]2[N:18]=[C:14]([CH:12]([C:8]3([NH2:7])[CH2:9][O:10][CH2:11]3)[CH3:13])[NH:15][CH:16]=2)=[CH:20][CH:21]=1. The yield is 0.910. (8) The reactants are C([C:4]1[CH:5]=[C:6]2[C:11](=[C:12]([F:14])[CH:13]=1)[NH:10][C:9](=[O:15])[CH2:8][CH2:7]2)(=O)C.ClC1C=CC=[C:19]([C:23]([O:25]O)=[O:24])C=1. The catalyst is C(Cl)(Cl)Cl. The product is [C:23]([O:25][C:4]1[CH:5]=[C:6]2[C:11](=[C:12]([F:14])[CH:13]=1)[NH:10][C:9](=[O:15])[CH2:8][CH2:7]2)(=[O:24])[CH3:19]. The yield is 0.750.